From a dataset of Retrosynthesis with 50K atom-mapped reactions and 10 reaction types from USPTO. Predict the reactants needed to synthesize the given product. (1) Given the product O=c1[nH]c(N2CCN(CCCCN3CCCCC3)CC2)cc2ccc(Br)cc12, predict the reactants needed to synthesize it. The reactants are: C1CCN(CCCCN2CCNCC2)CC1.O=c1[nH]c(Cl)cc2ccc(Br)cc12. (2) Given the product CCN(CC)C(=O)CN1C(=O)C(NC(=O)Nc2ccccc2Cl)N=C(c2ccccc2)c2ccccc21, predict the reactants needed to synthesize it. The reactants are: CCN(CC)C(=O)CN1C(=O)C(N)N=C(c2ccccc2)c2ccccc21.O=C=Nc1ccccc1Cl.